This data is from Merck oncology drug combination screen with 23,052 pairs across 39 cell lines. The task is: Regression. Given two drug SMILES strings and cell line genomic features, predict the synergy score measuring deviation from expected non-interaction effect. (1) Drug 2: C=CCn1c(=O)c2cnc(Nc3ccc(N4CCN(C)CC4)cc3)nc2n1-c1cccc(C(C)(C)O)n1. Drug 1: N.N.O=C(O)C1(C(=O)O)CCC1.[Pt]. Synergy scores: synergy=5.34. Cell line: SW837. (2) Drug 1: CN1C(=O)C=CC2(C)C3CCC4(C)C(NC(=O)OCC(F)(F)F)CCC4C3CCC12. Drug 2: COc1cc(C2c3cc4c(cc3C(OC3OC5COC(C)OC5C(O)C3O)C3COC(=O)C23)OCO4)cc(OC)c1O. Cell line: LOVO. Synergy scores: synergy=3.70. (3) Drug 1: C=CCn1c(=O)c2cnc(Nc3ccc(N4CCN(C)CC4)cc3)nc2n1-c1cccc(C(C)(C)O)n1. Drug 2: Cc1nc(Nc2ncc(C(=O)Nc3c(C)cccc3Cl)s2)cc(N2CCN(CCO)CC2)n1. Cell line: LOVO. Synergy scores: synergy=28.8. (4) Drug 1: O=c1[nH]cc(F)c(=O)[nH]1. Drug 2: CC1(c2nc3c(C(N)=O)cccc3[nH]2)CCCN1. Cell line: HT144. Synergy scores: synergy=-3.70. (5) Drug 1: N#Cc1ccc(Cn2cncc2CN2CCN(c3cccc(Cl)c3)C(=O)C2)cc1. Drug 2: O=C(O)C1(Cc2cccc(Nc3nccs3)n2)CCC(Oc2cccc(Cl)c2F)CC1. Cell line: KPL1. Synergy scores: synergy=-2.60. (6) Drug 1: COc1cccc2c1C(=O)c1c(O)c3c(c(O)c1C2=O)CC(O)(C(=O)CO)CC3OC1CC(N)C(O)C(C)O1. Drug 2: N#Cc1ccc(Cn2cncc2CN2CCN(c3cccc(Cl)c3)C(=O)C2)cc1. Cell line: UWB1289BRCA1. Synergy scores: synergy=-4.92.